Predict hERG channel inhibition at various concentrations. From a dataset of hERG Central: cardiac toxicity at 1µM, 10µM, and general inhibition. (1) Results: hERG_inhib (hERG inhibition (general)): blocker. The molecule is CN(C)C/C=C/C(O)(c1ccccc1)c1ccccc1. (2) The molecule is Cc1ccc(CN2CCC(c3cc(-c4cccs4)n[nH]3)CC2)cc1. Results: hERG_inhib (hERG inhibition (general)): blocker.